From a dataset of Forward reaction prediction with 1.9M reactions from USPTO patents (1976-2016). Predict the product of the given reaction. (1) The product is: [OH:9][CH2:14][C:15]([C:17]1[N:22]=[C:21]([CH3:23])[CH:20]=[CH:19][N:18]=1)=[O:16]. Given the reactants ClC1C=CC=C(C(OO)=[O:9])C=1.C([O:14][C:15]([C:17]1[N:22]=[C:21]([CH3:23])[CH:20]=[CH:19][N:18]=1)=[CH2:16])C.Cl, predict the reaction product. (2) The product is: [Cl:1][CH2:2][CH2:3][CH2:4][C:6]1[CH:7]=[C:8]2[C:13](=[CH:14][CH:15]=1)[NH:12][C:11](=[O:16])[CH2:10][CH:9]2[CH3:17]. Given the reactants [Cl:1][CH2:2][CH2:3][C:4]([C:6]1[CH:7]=[C:8]2[C:13](=[CH:14][CH:15]=1)[NH:12][C:11](=[O:16])[CH2:10][CH:9]2[CH3:17])=O.FC(F)(F)C(O)=O.C([SiH](CC)CC)C, predict the reaction product. (3) Given the reactants CS(O[CH2:6][CH2:7][C:8]1[O:9][C:10]2[CH:16]=[CH:15][C:14]([C:17]3[CH:22]=[CH:21][C:20]([C:23]([N:25]4[CH2:30][CH2:29][O:28][CH2:27][CH2:26]4)=[O:24])=[CH:19][N:18]=3)=[CH:13][C:11]=2[CH:12]=1)(=O)=O.[CH2:31]([NH2:34])[CH2:32][CH3:33], predict the reaction product. The product is: [N:25]1([C:23]([C:20]2[CH:21]=[CH:22][C:17]([C:14]3[CH:15]=[CH:16][C:10]4[O:9][C:8]([CH2:7][CH2:6][NH:34][CH2:31][CH2:32][CH3:33])=[CH:12][C:11]=4[CH:13]=3)=[N:18][CH:19]=2)=[O:24])[CH2:26][CH2:27][O:28][CH2:29][CH2:30]1. (4) Given the reactants C([O:4][CH:5]1[C:9]2=[N:10][CH:11]=[C:12]([NH:31][C:32]([C:34]3[CH:39]=[CH:38][C:37]([F:40])=[C:36]([C:41]4[C:46]([F:47])=[CH:45][CH:44]=[CH:43][C:42]=4[F:48])[N:35]=3)=[O:33])[C:13]([N:14]3[CH2:19][C@H:18]([CH3:20])[C:17]([OH:22])([CH3:21])[C@H:16]([NH:23]C(OC(C)(C)C)=O)[CH2:15]3)=[C:8]2[CH2:7][CH2:6]1)(=O)C.[OH-].[Na+].Cl.O1CCOCC1, predict the reaction product. The product is: [NH2:23][C@H:16]1[C:17]([OH:22])([CH3:21])[C@@H:18]([CH3:20])[CH2:19][N:14]([C:13]2[C:12]([NH:31][C:32]([C:34]3[CH:39]=[CH:38][C:37]([F:40])=[C:36]([C:41]4[C:46]([F:47])=[CH:45][CH:44]=[CH:43][C:42]=4[F:48])[N:35]=3)=[O:33])=[CH:11][N:10]=[C:9]3[CH:5]([OH:4])[CH2:6][CH2:7][C:8]=23)[CH2:15]1. (5) Given the reactants [CH3:1][S:2]([C:5]1[CH:10]=[CH:9][C:8]([N:11]2[C:19]3[C:18]4[CH:20]=[C:21]([N+:24]([O-:26])=[O:25])[CH:22]=[CH:23][C:17]=4[CH2:16][CH2:15][C:14]=3[C:13]([C:27]([O:29]CC)=O)=[N:12]2)=[CH:7][CH:6]=1)(=[O:4])=[O:3].[NH3:32], predict the reaction product. The product is: [CH3:1][S:2]([C:5]1[CH:6]=[CH:7][C:8]([N:11]2[C:19]3[C:18]4[CH:20]=[C:21]([N+:24]([O-:26])=[O:25])[CH:22]=[CH:23][C:17]=4[CH2:16][CH2:15][C:14]=3[C:13]([C:27]([NH2:32])=[O:29])=[N:12]2)=[CH:9][CH:10]=1)(=[O:3])=[O:4]. (6) Given the reactants [N:1]([CH2:4][CH2:5][O:6][C:7]1[CH:12]=[CH:11][C:10]([CH2:13][CH:14]([O:20][C:21]2[CH:26]=[CH:25][CH:24]=[CH:23][CH:22]=2)[C:15]([O:17][CH2:18][CH3:19])=[O:16])=[CH:9][CH:8]=1)=[N+]=[N-], predict the reaction product. The product is: [NH2:1][CH2:4][CH2:5][O:6][C:7]1[CH:8]=[CH:9][C:10]([CH2:13][CH:14]([O:20][C:21]2[CH:22]=[CH:23][CH:24]=[CH:25][CH:26]=2)[C:15]([O:17][CH2:18][CH3:19])=[O:16])=[CH:11][CH:12]=1.